From a dataset of Reaction yield outcomes from USPTO patents with 853,638 reactions. Predict the reaction yield, written as a fraction of the theoretical maximum amount of product (1.0 means a 100% yield; for example, 0.34 means a 34% yield). The reactants are CC1(C)[O:9][C:8](=[O:10])[C:5]2([CH2:7][CH2:6]2)[C:4](=[O:11])O1.[NH2:13][C:14]1[C:15]([CH3:20])=[CH:16][CH:17]=[CH:18][CH:19]=1. The catalyst is C(O)C. The product is [O:11]=[C:4]1[CH:5]([C:8]([OH:9])=[O:10])[CH2:7][CH2:6][N:13]1[C:14]1[CH:19]=[CH:18][CH:17]=[CH:16][C:15]=1[CH3:20]. The yield is 0.910.